From a dataset of NCI-60 drug combinations with 297,098 pairs across 59 cell lines. Regression. Given two drug SMILES strings and cell line genomic features, predict the synergy score measuring deviation from expected non-interaction effect. (1) Drug 1: CC1=C2C(C(=O)C3(C(CC4C(C3C(C(C2(C)C)(CC1OC(=O)C(C(C5=CC=CC=C5)NC(=O)OC(C)(C)C)O)O)OC(=O)C6=CC=CC=C6)(CO4)OC(=O)C)OC)C)OC. Drug 2: C1CCC(CC1)NC(=O)N(CCCl)N=O. Cell line: MDA-MB-231. Synergy scores: CSS=45.8, Synergy_ZIP=0.669, Synergy_Bliss=0.657, Synergy_Loewe=-4.21, Synergy_HSA=5.45. (2) Drug 1: CC12CCC(CC1=CCC3C2CCC4(C3CC=C4C5=CN=CC=C5)C)O. Drug 2: CC1C(C(=O)NC(C(=O)N2CCCC2C(=O)N(CC(=O)N(C(C(=O)O1)C(C)C)C)C)C(C)C)NC(=O)C3=C4C(=C(C=C3)C)OC5=C(C(=O)C(=C(C5=N4)C(=O)NC6C(OC(=O)C(N(C(=O)CN(C(=O)C7CCCN7C(=O)C(NC6=O)C(C)C)C)C)C(C)C)C)N)C. Cell line: SF-295. Synergy scores: CSS=32.1, Synergy_ZIP=13.1, Synergy_Bliss=15.3, Synergy_Loewe=16.4, Synergy_HSA=16.2. (3) Cell line: SK-OV-3. Drug 2: C1C(C(OC1N2C=NC3=C2NC=NCC3O)CO)O. Drug 1: C1=C(C(=O)NC(=O)N1)F. Synergy scores: CSS=20.0, Synergy_ZIP=0.995, Synergy_Bliss=1.51, Synergy_Loewe=2.60, Synergy_HSA=4.15. (4) Drug 1: CC(C1=C(C=CC(=C1Cl)F)Cl)OC2=C(N=CC(=C2)C3=CN(N=C3)C4CCNCC4)N. Drug 2: N.N.Cl[Pt+2]Cl. Cell line: DU-145. Synergy scores: CSS=0.976, Synergy_ZIP=-0.333, Synergy_Bliss=-5.09, Synergy_Loewe=-8.79, Synergy_HSA=-7.12. (5) Drug 1: CN(C)C1=NC(=NC(=N1)N(C)C)N(C)C. Drug 2: CCCS(=O)(=O)NC1=C(C(=C(C=C1)F)C(=O)C2=CNC3=C2C=C(C=N3)C4=CC=C(C=C4)Cl)F. Cell line: 786-0. Synergy scores: CSS=-0.301, Synergy_ZIP=0.391, Synergy_Bliss=0.287, Synergy_Loewe=-4.57, Synergy_HSA=-2.51. (6) Drug 1: C1=CC(=CC=C1CCCC(=O)O)N(CCCl)CCCl. Drug 2: C1C(C(OC1N2C=C(C(=O)NC2=O)F)CO)O. Cell line: U251. Synergy scores: CSS=55.2, Synergy_ZIP=-6.67, Synergy_Bliss=-7.40, Synergy_Loewe=-4.88, Synergy_HSA=-0.298. (7) Drug 2: C1=NC2=C(N=C(N=C2N1C3C(C(C(O3)CO)O)F)Cl)N. Synergy scores: CSS=-0.722, Synergy_ZIP=0.116, Synergy_Bliss=2.75, Synergy_Loewe=-13.9, Synergy_HSA=-3.20. Drug 1: CN1C2=C(C=C(C=C2)N(CCCl)CCCl)N=C1CCCC(=O)O.Cl. Cell line: TK-10. (8) Drug 1: C1CCC(CC1)NC(=O)N(CCCl)N=O. Drug 2: CCC1(C2=C(COC1=O)C(=O)N3CC4=CC5=C(C=CC(=C5CN(C)C)O)N=C4C3=C2)O.Cl. Cell line: NCI-H226. Synergy scores: CSS=36.4, Synergy_ZIP=0.127, Synergy_Bliss=11.1, Synergy_Loewe=-26.7, Synergy_HSA=13.7.